This data is from Full USPTO retrosynthesis dataset with 1.9M reactions from patents (1976-2016). The task is: Predict the reactants needed to synthesize the given product. Given the product [CH:7]([C:1]1[CH:2]=[CH:3][C:4]([P:22]([C:29]2[CH:30]=[CH:31][CH:32]=[CH:33][CH:34]=2)[C:23]2[CH:28]=[CH:27][CH:26]=[CH:25][CH:24]=2)=[CH:5][CH:6]=1)=[CH2:8], predict the reactants needed to synthesize it. The reactants are: [C:1]1([C:7]#[C:8]C#C)[CH:6]=[CH:5][CH:4]=[CH:3][CH:2]=1.[Mg].BrC1C=CC(C=C)=CC=1.Cl[P:22]([C:29]1[CH:34]=[CH:33][CH:32]=[CH:31][CH:30]=1)[C:23]1[CH:28]=[CH:27][CH:26]=[CH:25][CH:24]=1.